Dataset: Reaction yield outcomes from USPTO patents with 853,638 reactions. Task: Predict the reaction yield, written as a fraction of the theoretical maximum amount of product (1.0 means a 100% yield; for example, 0.34 means a 34% yield). (1) The reactants are [NH2:1][C@@H:2]1[C:11]2[C:6](=[CH:7][CH:8]=[CH:9][CH:10]=2)[C@H:5]([OH:12])[CH2:4][CH2:3]1.[H-].[Na+].F[C:16]1[CH:17]=[CH:18][C:19]2[N:20]([C:22]([N:25]3[CH2:29][CH2:28][C@@H:27]([O:30][Si:31]([CH:38]([CH3:40])[CH3:39])([CH:35]([CH3:37])[CH3:36])[CH:32]([CH3:34])[CH3:33])[CH2:26]3)=[N:23][N:24]=2)[CH:21]=1.N. The catalyst is CN(C=O)C.CO.C(Cl)Cl. The product is [CH:38]([Si:31]([CH:32]([CH3:34])[CH3:33])([CH:35]([CH3:37])[CH3:36])[O:30][C@@H:27]1[CH2:28][CH2:29][N:25]([C:22]2[N:20]3[CH:21]=[C:16]([O:12][C@H:5]4[C:6]5[C:11](=[CH:10][CH:9]=[CH:8][CH:7]=5)[C@@H:2]([NH2:1])[CH2:3][CH2:4]4)[CH:17]=[CH:18][C:19]3=[N:24][N:23]=2)[CH2:26]1)([CH3:40])[CH3:39]. The yield is 0.230. (2) No catalyst specified. The product is [CH3:8][O:9][N:10]=[C:11]1[C:19]2[C:14](=[CH:15][C:16]([C:2]3[O:3][CH:4]=[CH:5][C:6]=3[Br:7])=[CH:17][CH:18]=2)[CH2:13][CH2:12]1. The reactants are Br[C:2]1[O:3][CH:4]=[CH:5][C:6]=1[Br:7].[CH3:8][O:9][N:10]=[C:11]1[C:19]2[C:14](=[CH:15][C:16](B(O)O)=[CH:17][CH:18]=2)[CH2:13][CH2:12]1. The yield is 0.300. (3) The reactants are [OH:1][CH:2]1[CH2:7][CH2:6][CH2:5][N:4]([C:8]2[N:9]=[C:10]3[CH:27]=[C:26]([O:28][CH2:29][C:30]4[S:31][CH:32]=[C:33]([CH:35]([CH3:37])[CH3:36])[N:34]=4)[CH:25]=[CH:24][N:11]3[C:12](=[O:23])[C:13]=2/[CH:14]=[CH:15]/[C:16]([O:18]C(C)(C)C)=[O:17])[CH2:3]1.Cl. The catalyst is O1CCOCC1. The product is [OH:1][CH:2]1[CH2:7][CH2:6][CH2:5][N:4]([C:8]2[N:9]=[C:10]3[CH:27]=[C:26]([O:28][CH2:29][C:30]4[S:31][CH:32]=[C:33]([CH:35]([CH3:37])[CH3:36])[N:34]=4)[CH:25]=[CH:24][N:11]3[C:12](=[O:23])[C:13]=2/[CH:14]=[CH:15]/[C:16]([OH:18])=[O:17])[CH2:3]1. The yield is 1.00. (4) The reactants are [CH:1]([C:3]1[CH:4]=[CH:5][C:6]([NH:9][C:10](=[O:15])[C:11]([CH3:14])([CH3:13])[CH3:12])=[N:7][CH:8]=1)=[CH2:2]. The catalyst is CCO.[Pd]. The product is [CH2:1]([C:3]1[CH:4]=[CH:5][C:6]([NH:9][C:10](=[O:15])[C:11]([CH3:14])([CH3:13])[CH3:12])=[N:7][CH:8]=1)[CH3:2]. The yield is 0.950. (5) The reactants are [CH3:1][C:2]([CH3:14])([CH3:13])[C:3]([NH:5][C:6]1[N:7]=[N:8][C:9]([CH3:12])=[CH:10][CH:11]=1)=[O:4].[CH3:15][CH2:16][Mg+].[Br-]. No catalyst specified. The product is [CH2:15]([C:11]1[CH:10]=[C:9]([CH3:12])[N:8]=[N:7][C:6]=1[NH:5][C:3](=[O:4])[C:2]([CH3:14])([CH3:13])[CH3:1])[CH3:16]. The yield is 0.170. (6) The yield is 0.980. The reactants are [CH:1]1[C:6]([CH:7]=[O:8])=[CH:5][CH:4]=[C:3]([CH:9]=[O:10])[CH:2]=1.[BH4-].[Na+].Cl. The product is [OH:10][CH2:9][C:3]1[CH:2]=[CH:1][C:6]([CH:7]=[O:8])=[CH:5][CH:4]=1. The catalyst is C1COCC1.